This data is from Reaction yield outcomes from USPTO patents with 853,638 reactions. The task is: Predict the reaction yield, written as a fraction of the theoretical maximum amount of product (1.0 means a 100% yield; for example, 0.34 means a 34% yield). (1) The yield is 0.140. The product is [C:11]([C:9]1[N:10]=[C:4]2[CH:3]=[C:2]([F:1])[CH:7]=[CH:6][N:5]2[C:8]=1[CH2:14][C:15]1[CH:38]=[CH:37][C:18]2/[C:19](=[C:29](\[C:31]3[NH:35][C:34](=[O:36])[O:33][N:32]=3)/[CH3:30])/[C:20]3[CH:27]=[CH:26][C:25]([F:28])=[CH:24][C:21]=3[O:22][CH2:23][C:17]=2[CH:16]=1)#[N:13]. The catalyst is C1COCC1. The reactants are [F:1][C:2]1[CH:7]=[CH:6][N:5]2[C:8]([CH2:14][C:15]3[CH:38]=[CH:37][C:18]4/[C:19](=[C:29](\[C:31]5[NH:32][O:33][C:34](=[O:36])[N:35]=5)/[CH3:30])/[C:20]5[CH:27]=[CH:26][C:25]([F:28])=[CH:24][C:21]=5[O:22][CH2:23][C:17]=4[CH:16]=3)=[C:9]([C:11]([NH2:13])=O)[N:10]=[C:4]2[CH:3]=1.C(N(CC)CC)C.FC(F)(F)C(OC(=O)C(F)(F)F)=O.O. (2) The reactants are Cl[CH2:2][CH2:3][C@:4]([C:10]1[CH:15]=[C:14]([N+:16]([O-:18])=[O:17])[CH:13]=[CH:12][C:11]=1[F:19])([CH2:8][CH3:9])[N:5]=[C:6]=[S:7].[NH3:20]. The catalyst is C1COCC1.O.C(OCC)(=O)C. The product is [CH2:3]([C@@:4]1([C:10]2[CH:15]=[C:14]([N+:16]([O-:18])=[O:17])[CH:13]=[CH:12][C:11]=2[F:19])[CH2:8][CH2:9][S:7][C:6]([NH2:20])=[N:5]1)[CH3:2]. The yield is 0.800. (3) The reactants are [CH3:1][O:2][C:3](=[O:41])[C:4]1[CH:9]=[CH:8][C:7]([NH:10][CH2:11][CH2:12][C:13]2[C:21]3[C:16](=[CH:17][CH:18]=[C:19]([Cl:22])[CH:20]=3)[N:15]([CH:23]([C:30]3[CH:35]=[CH:34][CH:33]=[CH:32][CH:31]=3)[C:24]3[CH:29]=[CH:28][CH:27]=[CH:26][CH:25]=3)[C:14]=2[CH2:36][CH2:37][N:38]=[N+]=[N-])=[CH:6][CH:5]=1.C1C=CC(P(C2C=CC=CC=2)C2C=CC=CC=2)=CC=1.O. The catalyst is C1COCC1.CCOC(C)=O. The product is [CH3:1][O:2][C:3](=[O:41])[C:4]1[CH:5]=[CH:6][C:7]([NH:10][CH2:11][CH2:12][C:13]2[C:21]3[C:16](=[CH:17][CH:18]=[C:19]([Cl:22])[CH:20]=3)[N:15]([CH:23]([C:30]3[CH:31]=[CH:32][CH:33]=[CH:34][CH:35]=3)[C:24]3[CH:29]=[CH:28][CH:27]=[CH:26][CH:25]=3)[C:14]=2[CH2:36][CH2:37][NH2:38])=[CH:8][CH:9]=1. The yield is 0.530. (4) The reactants are [C:1]([CH2:4][CH:5]1[C:9]2[C:10]([C:16]([NH:18][C:19]3[C:24]([Cl:25])=[CH:23][N:22]=[CH:21][C:20]=3[Cl:26])=[O:17])=[CH:11][CH:12]=[C:13]([O:14][CH3:15])[C:8]=2[O:7][CH2:6]1)([OH:3])=O.[NH2:27][C:28]1[C:33]([Cl:34])=[CH:32][N:31]=[CH:30][C:29]=1[Cl:35]. No catalyst specified. The product is [Cl:25][C:24]1[CH:23]=[N:22][CH:21]=[C:20]([Cl:26])[C:19]=1[NH:18][C:16]([C:10]1[C:9]2[CH:5]([CH2:4][C:1]([NH:27][C:28]3[C:33]([Cl:34])=[CH:32][N:31]=[CH:30][C:29]=3[Cl:35])=[O:3])[CH2:6][O:7][C:8]=2[C:13]([O:14][CH3:15])=[CH:12][CH:11]=1)=[O:17]. The yield is 0.170. (5) The reactants are C([O:5][C:6]([CH:8]1[CH:12]([C:13]2[CH:18]=[CH:17][CH:16]=[C:15]([Cl:19])[C:14]=2[F:20])[C:11]([C:23]2[CH:28]=[CH:27][C:26]([Cl:29])=[CH:25][C:24]=2[F:30])([C:21]#[N:22])[CH:10]([CH2:31][C:32]2([CH2:36][CH3:37])[CH2:35][O:34][CH2:33]2)[NH:9]1)=[O:7])(C)(C)C.[F:38][C:39]([F:44])([F:43])[C:40]([OH:42])=[O:41]. The catalyst is ClCCl. The product is [F:38][C:39]([F:44])([F:43])[C:40]([OH:42])=[O:41].[Cl:19][C:15]1[C:14]([F:20])=[C:13]([CH:12]2[C:11]([C:23]3[CH:28]=[CH:27][C:26]([Cl:29])=[CH:25][C:24]=3[F:30])([C:21]#[N:22])[CH:10]([CH2:31][C:32]3([CH2:36][CH3:37])[CH2:33][O:34][CH2:35]3)[NH:9][CH:8]2[C:6]([OH:7])=[O:5])[CH:18]=[CH:17][CH:16]=1. The yield is 0.910. (6) The reactants are Br[C:2]1[N:6](S(C2C=CC=CC=2)(=O)=O)[CH:5]=[C:4]([CH:16]=[O:17])[C:3]=1[CH3:18].[C:19]1(B(O)O)[CH:24]=[CH:23][CH:22]=[CH:21][CH:20]=1.C(=O)([O-])[O-].[Na+].[Na+].[OH-].[Na+]. The catalyst is COCCOC.O. The product is [CH3:18][C:3]1[C:4]([CH:16]=[O:17])=[CH:5][NH:6][C:2]=1[C:19]1[CH:24]=[CH:23][CH:22]=[CH:21][CH:20]=1. The yield is 0.690.